This data is from Drug-target binding data from BindingDB using IC50 measurements. The task is: Regression. Given a target protein amino acid sequence and a drug SMILES string, predict the binding affinity score between them. We predict pIC50 (pIC50 = -log10(IC50 in M); higher means more potent). Dataset: bindingdb_ic50. The compound is CC(C)c1cc(CNC(=O)c2ccc(C(F)(F)F)c(OC3CCN(C)CC3)c2)on1. The target protein (Q9GZV3) has sequence MAFHVEGLIAIIVFYLLILLVGIWAAWRTKNSGSAEERSEAIIVGGRDIGLLVGGFTMTATWVGGGYINGTAEAVYVPGYGLAWAQAPIGYSLSLILGGLFFAKPMRSKGYVTMLDPFQQIYGKRMGGLLFIPALMGEMFWAAAIFSALGATISVIIDVDMHISVIISALIATLYTLVGGLYSVAYTDVVQLFCIFVGLWISVPFALSHPAVADIGFTAVHAKYQKPWLGTVDSSEVYSWLDSFLLLMLGGIPWQAYFQRVLSSSSATYAQVLSFLAAFGCLVMAIPAILIGAIGASTDWNQTAYGLPDPKTTEEADMILPIVLQYLCPVYISFFGLGAVSAAVMSSADSSILSASSMFARNIYQLSFRQNASDKEIVWVMRITVFVFGASATAMALLTKTVYGLWYLSSDLVYIVIFPQLLCVLFVKGTNTYGAVAGYVSGLFLRITGGEPYLYLQPLIFYPGYYPDDNGIYNQKFPFKTLAMVTSFLTNICISYLAKY.... The pIC50 is 5.0.